From a dataset of Forward reaction prediction with 1.9M reactions from USPTO patents (1976-2016). Predict the product of the given reaction. (1) Given the reactants Br[C:2]1[N:19]=[CH:18][C:17]2[N:16]3[CH2:20][CH:21]([CH3:25])[CH2:22][CH:23]([CH3:24])[CH:15]3[C:6]3([C:11](=[O:12])[NH:10][C:9](=[O:13])[NH:8][C:7]3=[O:14])[CH2:5][C:4]=2[CH:3]=1.CC1(C)C(C)(C)OB([C:34]2[NH:38][N:37]=[CH:36][CH:35]=2)O1, predict the reaction product. The product is: [CH3:24][C@H:23]1[C@@H:15]2[C:6]3([CH2:5][C:4]4[CH:3]=[C:2]([C:34]5[NH:38][N:37]=[CH:36][CH:35]=5)[N:19]=[CH:18][C:17]=4[N:16]2[CH2:20][C@@H:21]([CH3:25])[CH2:22]1)[C:11](=[O:12])[NH:10][C:9](=[O:13])[NH:8][C:7]3=[O:14]. (2) Given the reactants [N:1]1([CH2:6][CH2:7][CH2:8][CH2:9][C:10]2[CH:25]=[CH:24][C:13]([O:14][CH2:15][C:16]3[O:17][CH:18]=[C:19]([C:21]([OH:23])=O)[N:20]=3)=[CH:12][CH:11]=2)[CH:5]=[CH:4][N:3]=[N:2]1.[F:26][C:27]1[CH:28]=[C:29]([NH2:34])[CH:30]=[C:31]([F:33])[CH:32]=1, predict the reaction product. The product is: [F:26][C:27]1[CH:28]=[C:29]([NH:34][C:21]([C:19]2[N:20]=[C:16]([CH2:15][O:14][C:13]3[CH:12]=[CH:11][C:10]([CH2:9][CH2:8][CH2:7][CH2:6][N:1]4[CH:5]=[CH:4][N:3]=[N:2]4)=[CH:25][CH:24]=3)[O:17][CH:18]=2)=[O:23])[CH:30]=[C:31]([F:33])[CH:32]=1.